Dataset: NCI-60 drug combinations with 297,098 pairs across 59 cell lines. Task: Regression. Given two drug SMILES strings and cell line genomic features, predict the synergy score measuring deviation from expected non-interaction effect. (1) Drug 1: CCCCC(=O)OCC(=O)C1(CC(C2=C(C1)C(=C3C(=C2O)C(=O)C4=C(C3=O)C=CC=C4OC)O)OC5CC(C(C(O5)C)O)NC(=O)C(F)(F)F)O. Drug 2: C1CC(=O)NC(=O)C1N2C(=O)C3=CC=CC=C3C2=O. Cell line: HOP-92. Synergy scores: CSS=60.4, Synergy_ZIP=8.70, Synergy_Bliss=8.37, Synergy_Loewe=-7.52, Synergy_HSA=7.74. (2) Drug 1: C1CCC(C(C1)N)N.C(=O)(C(=O)[O-])[O-].[Pt+4]. Drug 2: CC1C(C(CC(O1)OC2CC(CC3=C2C(=C4C(=C3O)C(=O)C5=CC=CC=C5C4=O)O)(C(=O)C)O)N)O. Cell line: ACHN. Synergy scores: CSS=66.5, Synergy_ZIP=0.180, Synergy_Bliss=2.32, Synergy_Loewe=-4.21, Synergy_HSA=5.72. (3) Drug 1: CC1C(C(=O)NC(C(=O)N2CCCC2C(=O)N(CC(=O)N(C(C(=O)O1)C(C)C)C)C)C(C)C)NC(=O)C3=C4C(=C(C=C3)C)OC5=C(C(=O)C(=C(C5=N4)C(=O)NC6C(OC(=O)C(N(C(=O)CN(C(=O)C7CCCN7C(=O)C(NC6=O)C(C)C)C)C)C(C)C)C)N)C. Drug 2: C1C(C(OC1N2C=NC3=C(N=C(N=C32)Cl)N)CO)O. Cell line: MOLT-4. Synergy scores: CSS=85.4, Synergy_ZIP=0.675, Synergy_Bliss=1.43, Synergy_Loewe=0.605, Synergy_HSA=2.88. (4) Drug 1: CCC1=CC2CC(C3=C(CN(C2)C1)C4=CC=CC=C4N3)(C5=C(C=C6C(=C5)C78CCN9C7C(C=CC9)(C(C(C8N6C)(C(=O)OC)O)OC(=O)C)CC)OC)C(=O)OC.C(C(C(=O)O)O)(C(=O)O)O. Drug 2: COCCOC1=C(C=C2C(=C1)C(=NC=N2)NC3=CC=CC(=C3)C#C)OCCOC.Cl. Cell line: A498. Synergy scores: CSS=22.2, Synergy_ZIP=-3.70, Synergy_Bliss=2.01, Synergy_Loewe=4.67, Synergy_HSA=5.42. (5) Synergy scores: CSS=36.6, Synergy_ZIP=-2.20, Synergy_Bliss=-5.66, Synergy_Loewe=-37.7, Synergy_HSA=-4.47. Drug 2: C1C(C(OC1N2C=NC3=C2NC=NCC3O)CO)O. Cell line: A549. Drug 1: C1=CC(=C2C(=C1NCCNCCO)C(=O)C3=C(C=CC(=C3C2=O)O)O)NCCNCCO. (6) Drug 1: C1CCC(CC1)NC(=O)N(CCCl)N=O. Drug 2: C1CN(P(=O)(OC1)NCCCl)CCCl. Cell line: A549. Synergy scores: CSS=-0.378, Synergy_ZIP=-7.09, Synergy_Bliss=-8.12, Synergy_Loewe=-22.1, Synergy_HSA=-8.93.